This data is from Reaction yield outcomes from USPTO patents with 853,638 reactions. The task is: Predict the reaction yield, written as a fraction of the theoretical maximum amount of product (1.0 means a 100% yield; for example, 0.34 means a 34% yield). The reactants are [C:1]1([CH3:9])[CH:6]=[CH:5][C:4]([CH:7]=O)=[CH:3][CH:2]=1.[CH2:10]([O:12][C:13](=[O:18])[CH2:14]C(O)=O)[CH3:11].N1CCCCC1. The catalyst is N1C=CC=CC=1. The product is [CH2:10]([O:12][C:13](=[O:18])[CH:14]=[CH:7][C:4]1[CH:5]=[CH:6][C:1]([CH3:9])=[CH:2][CH:3]=1)[CH3:11]. The yield is 0.790.